From a dataset of NCI-60 drug combinations with 297,098 pairs across 59 cell lines. Regression. Given two drug SMILES strings and cell line genomic features, predict the synergy score measuring deviation from expected non-interaction effect. (1) Drug 1: C1=NC(=NC(=O)N1C2C(C(C(O2)CO)O)O)N. Drug 2: CC1CCC2CC(C(=CC=CC=CC(CC(C(=O)C(C(C(=CC(C(=O)CC(OC(=O)C3CCCCN3C(=O)C(=O)C1(O2)O)C(C)CC4CCC(C(C4)OC)OCCO)C)C)O)OC)C)C)C)OC. Cell line: T-47D. Synergy scores: CSS=16.3, Synergy_ZIP=-6.36, Synergy_Bliss=0.830, Synergy_Loewe=-8.69, Synergy_HSA=1.40. (2) Drug 1: CC1=C(N=C(N=C1N)C(CC(=O)N)NCC(C(=O)N)N)C(=O)NC(C(C2=CN=CN2)OC3C(C(C(C(O3)CO)O)O)OC4C(C(C(C(O4)CO)O)OC(=O)N)O)C(=O)NC(C)C(C(C)C(=O)NC(C(C)O)C(=O)NCCC5=NC(=CS5)C6=NC(=CS6)C(=O)NCCC[S+](C)C)O. Drug 2: CC(C)(C#N)C1=CC(=CC(=C1)CN2C=NC=N2)C(C)(C)C#N. Cell line: SR. Synergy scores: CSS=70.3, Synergy_ZIP=0.814, Synergy_Bliss=-0.334, Synergy_Loewe=-2.30, Synergy_HSA=-0.166. (3) Drug 1: C1=CC(=CC=C1C#N)C(C2=CC=C(C=C2)C#N)N3C=NC=N3. Drug 2: C1C(C(OC1N2C=C(C(=O)NC2=O)F)CO)O. Cell line: PC-3. Synergy scores: CSS=13.0, Synergy_ZIP=-3.16, Synergy_Bliss=-1.72, Synergy_Loewe=-34.8, Synergy_HSA=-5.47. (4) Drug 1: C1CC(C1)(C(=O)O)C(=O)O.[NH2-].[NH2-].[Pt+2]. Drug 2: C(CCl)NC(=O)N(CCCl)N=O. Cell line: HCT-15. Synergy scores: CSS=2.22, Synergy_ZIP=-2.96, Synergy_Bliss=-10.3, Synergy_Loewe=-9.95, Synergy_HSA=-10.1. (5) Drug 1: CCC1=CC2CC(C3=C(CN(C2)C1)C4=CC=CC=C4N3)(C5=C(C=C6C(=C5)C78CCN9C7C(C=CC9)(C(C(C8N6C)(C(=O)OC)O)OC(=O)C)CC)OC)C(=O)OC.C(C(C(=O)O)O)(C(=O)O)O. Drug 2: COCCOC1=C(C=C2C(=C1)C(=NC=N2)NC3=CC=CC(=C3)C#C)OCCOC.Cl. Cell line: HCT-15. Synergy scores: CSS=10.5, Synergy_ZIP=-1.92, Synergy_Bliss=2.54, Synergy_Loewe=-6.42, Synergy_HSA=2.70. (6) Drug 1: C1=CC(=C2C(=C1NCCNCCO)C(=O)C3=C(C=CC(=C3C2=O)O)O)NCCNCCO. Drug 2: CCN(CC)CCCC(C)NC1=C2C=C(C=CC2=NC3=C1C=CC(=C3)Cl)OC. Cell line: SF-539. Synergy scores: CSS=63.9, Synergy_ZIP=7.49, Synergy_Bliss=6.90, Synergy_Loewe=5.72, Synergy_HSA=10.3. (7) Drug 1: CC(C)(C#N)C1=CC(=CC(=C1)CN2C=NC=N2)C(C)(C)C#N. Drug 2: CC1=C2C(C(=O)C3(C(CC4C(C3C(C(C2(C)C)(CC1OC(=O)C(C(C5=CC=CC=C5)NC(=O)OC(C)(C)C)O)O)OC(=O)C6=CC=CC=C6)(CO4)OC(=O)C)O)C)O. Cell line: HCT116. Synergy scores: CSS=-7.89, Synergy_ZIP=6.06, Synergy_Bliss=3.00, Synergy_Loewe=-6.15, Synergy_HSA=-8.25. (8) Drug 1: CS(=O)(=O)C1=CC(=C(C=C1)C(=O)NC2=CC(=C(C=C2)Cl)C3=CC=CC=N3)Cl. Drug 2: B(C(CC(C)C)NC(=O)C(CC1=CC=CC=C1)NC(=O)C2=NC=CN=C2)(O)O. Cell line: SN12C. Synergy scores: CSS=7.76, Synergy_ZIP=-1.45, Synergy_Bliss=0.130, Synergy_Loewe=-2.59, Synergy_HSA=0.279.